From a dataset of Catalyst prediction with 721,799 reactions and 888 catalyst types from USPTO. Predict which catalyst facilitates the given reaction. Reactant: [CH3:1][O:2][C:3]1[CH:4]=[C:5]([CH:9]=[C:10]([O:14][CH3:15])[C:11]=1[O:12][CH3:13])[C:6]([OH:8])=O.C(C1NC=CN=1)(C1NC=CN=1)=O.O/[N:29]=[C:30](\[NH2:48])/[C:31]1[CH:36]=[CH:35][C:34]([C:37]2[NH:41][C:40]3[CH:42]=[CH:43][C:44]([O:46][CH3:47])=[CH:45][C:39]=3[N:38]=2)=[CH:33][CH:32]=1. Product: [CH3:47][O:46][C:44]1[CH:43]=[CH:42][C:40]2[NH:41][C:37]([C:34]3[CH:33]=[CH:32][C:31]([C:30]4[N:48]=[C:6]([C:5]5[CH:9]=[C:10]([O:14][CH3:15])[C:11]([O:12][CH3:13])=[C:3]([O:2][CH3:1])[CH:4]=5)[O:8][N:29]=4)=[CH:36][CH:35]=3)=[N:38][C:39]=2[CH:45]=1. The catalyst class is: 3.